From a dataset of Forward reaction prediction with 1.9M reactions from USPTO patents (1976-2016). Predict the product of the given reaction. Given the reactants CN1CCOCC1.ON1C2C=CC=CC=2N=N1.Cl.CN(C)CCCN=C=NCC.[C:30]([O:34][C:35]([NH:37][CH2:38][CH2:39][CH2:40][CH2:41][C@H:42]([NH:50][C:51]([NH:53][C@@H:54]([C:62](O)=[O:63])[CH2:55][CH:56]1[CH2:61][CH2:60][CH2:59][CH2:58][CH2:57]1)=[O:52])[C:43]([O:45][C:46]([CH3:49])([CH3:48])[CH3:47])=[O:44])=[O:36])([CH3:33])([CH3:32])[CH3:31].[F:65][C:66]1[CH:73]=[C:72]([F:74])[CH:71]=[CH:70][C:67]=1[CH2:68][NH2:69], predict the reaction product. The product is: [C:30]([O:34][C:35]([NH:37][CH2:38][CH2:39][CH2:40][CH2:41][C@H:42]([NH:50][C:51]([NH:53][C@@H:54]([C:62](=[O:63])[NH:69][CH2:68][C:67]1[CH:70]=[CH:71][C:72]([F:74])=[CH:73][C:66]=1[F:65])[CH2:55][CH:56]1[CH2:61][CH2:60][CH2:59][CH2:58][CH2:57]1)=[O:52])[C:43]([O:45][C:46]([CH3:49])([CH3:48])[CH3:47])=[O:44])=[O:36])([CH3:31])([CH3:32])[CH3:33].